From a dataset of Catalyst prediction with 721,799 reactions and 888 catalyst types from USPTO. Predict which catalyst facilitates the given reaction. (1) Reactant: [N+:1]([C:4]1[CH:5]=[C:6]([CH:8]=[CH:9][CH:10]=1)[NH2:7])([O-:3])=[O:2].P(=O)(O)(O)O.[CH3:16][C:17](=O)[C:18](=O)[CH3:19].C=O.[Cl-].[NH4+:25].[C:26](=O)([O-])O.[Na+]. Product: [CH3:16][C:17]1[N:25]=[CH:26][N:7]([C:6]2[CH:8]=[CH:9][CH:10]=[C:4]([N+:1]([O-:3])=[O:2])[CH:5]=2)[C:18]=1[CH3:19]. The catalyst class is: 6. (2) Product: [NH:20]=[C:35]([NH:27][C:28](=[O:34])[O:29][C:30]([CH3:33])([CH3:32])[CH3:31])[NH:36][C:11](=[O:13])[C:10]([O:9][C:2]1[C:1]([CH3:16])=[CH:6][C:5]([CH3:7])=[CH:4][C:3]=1[CH3:8])([CH3:15])[CH3:14]. The catalyst class is: 42. Reactant: [C:1]1([CH3:16])[CH:6]=[C:5]([CH3:7])[CH:4]=[C:3]([CH3:8])[C:2]=1[O:9][C:10]([CH3:15])([CH3:14])[C:11]([OH:13])=O.C([N:20](C(C)C)CC)(C)C.N[N:27]([CH:35]=[NH:36])[C:28](=[O:34])[O:29][C:30]([CH3:33])([CH3:32])[CH3:31].O.ON1C2C=CC=CC=2N=N1.F[P-](F)(F)(F)(F)F.N1(OC(N(C)C)=[N+](C)C)C2C=CC=CC=2N=N1.